From a dataset of Peptide-MHC class I binding affinity with 185,985 pairs from IEDB/IMGT. Regression. Given a peptide amino acid sequence and an MHC pseudo amino acid sequence, predict their binding affinity value. This is MHC class I binding data. (1) The peptide sequence is EYRKILRQR. The MHC is HLA-A29:02 with pseudo-sequence HLA-A29:02. The binding affinity (normalized) is 0. (2) The peptide sequence is LLLLISLVY. The MHC is HLA-B07:02 with pseudo-sequence HLA-B07:02. The binding affinity (normalized) is 0.0847. (3) The peptide sequence is RSWAHNSL. The MHC is HLA-B40:02 with pseudo-sequence HLA-B40:02. The binding affinity (normalized) is 0.331.